From a dataset of Forward reaction prediction with 1.9M reactions from USPTO patents (1976-2016). Predict the product of the given reaction. (1) The product is: [OH:15][C:14]1[C:22]2[C:5](=[O:7])[C:4]3[C:3](=[C:11]([O:12][CH3:13])[CH:10]=[CH:9][CH:8]=3)[O:2][C:1]=2[CH:19]=[C:17]([OH:18])[CH:16]=1. Given the reactants [CH3:1][O:2][C:3]1[C:11]([O:12][CH3:13])=[CH:10][CH:9]=[CH:8][C:4]=1[C:5]([OH:7])=O.[C:14]1([CH:22]=C(O)[CH:19]=[C:17]([OH:18])[CH:16]=1)[OH:15], predict the reaction product. (2) Given the reactants [O:1]1[CH2:6][CH2:5][N:4]([CH2:7][CH:8]([OH:23])[CH2:9][C:10]([F:22])([F:21])[C:11]([F:20])([F:19])[C:12]([F:18])([F:17])[C:13]([F:16])([F:15])[F:14])[CH2:3][CH2:2]1.[C:24](OC(=O)C)(=[O:26])[CH3:25], predict the reaction product. The product is: [C:24]([O:23][CH:8]([CH2:9][C:10]([F:21])([F:22])[C:11]([F:19])([F:20])[C:12]([F:17])([F:18])[C:13]([F:16])([F:14])[F:15])[CH2:7][N:4]1[CH2:5][CH2:6][O:1][CH2:2][CH2:3]1)(=[O:26])[CH3:25]. (3) Given the reactants C1(P(=O)(C2C=CC=CC=2)C2C=CC=CC=2)C=CC=CC=1.FC(F)(F)S(OS(C(F)(F)F)(=O)=O)(=O)=O.[F:36][C:37]1[CH:38]=[C:39]2[C:43](=[C:44]([N:46]([CH3:55])[S:47]([C:50]3[S:51][CH:52]=[CH:53][CH:54]=3)(=[O:49])=[O:48])[CH:45]=1)[NH:42][C:41]([C:56]([NH:58][CH2:59][CH2:60][S:61]C(C1C=CC=CC=1)(C1C=CC=CC=1)C1C=CC=CC=1)=O)=[CH:40]2.C(=O)([O-])O.[Na+], predict the reaction product. The product is: [S:61]1[CH2:60][CH2:59][N:58]=[C:56]1[C:41]1[NH:42][C:43]2[C:39]([CH:40]=1)=[CH:38][C:37]([F:36])=[CH:45][C:44]=2[N:46]([CH3:55])[S:47]([C:50]1[S:51][CH:52]=[CH:53][CH:54]=1)(=[O:49])=[O:48]. (4) Given the reactants N(C(OC(C)(C)C)=O)=NC(OC(C)(C)C)=O.[CH2:17]([O:19][C:20]([C:22]1[NH:23][N:24]=[C:25]([CH2:27][O:28][C:29]2[CH:34]=[CH:33][CH:32]=[CH:31][CH:30]=2)[CH:26]=1)=[O:21])[CH3:18].[Br:35][CH2:36][CH2:37]O.C1(P(C2C=CC=CC=2)C2C=CC=CC=2)C=CC=CC=1, predict the reaction product. The product is: [CH2:17]([O:19][C:20]([C:22]1[N:23]([CH2:37][CH2:36][Br:35])[N:24]=[C:25]([CH2:27][O:28][C:29]2[CH:34]=[CH:33][CH:32]=[CH:31][CH:30]=2)[CH:26]=1)=[O:21])[CH3:18].